Dataset: Reaction yield outcomes from USPTO patents with 853,638 reactions. Task: Predict the reaction yield, written as a fraction of the theoretical maximum amount of product (1.0 means a 100% yield; for example, 0.34 means a 34% yield). (1) The catalyst is C1COCC1.CCOC(C)=O. The yield is 0.980. The reactants are [Si:1]([O:8][CH:9]([CH:15]1[CH2:24][CH2:23][C:22]2[C:17](=[CH:18][CH:19]=[C:20]([O:25][C:26]3[CH:31]=[CH:30][CH:29]=[CH:28][CH:27]=3)[CH:21]=2)[CH2:16]1)[C:10]1[O:11][CH:12]=[CH:13][N:14]=1)([C:4]([CH3:7])([CH3:6])[CH3:5])([CH3:3])[CH3:2].[Li]CCCC.N#C[C:39](=[O:42])[O:40][CH3:41]. The product is [Si:1]([O:8][CH:9]([CH:15]1[CH2:24][CH2:23][C:22]2[C:17](=[CH:18][CH:19]=[C:20]([O:25][C:26]3[CH:31]=[CH:30][CH:29]=[CH:28][CH:27]=3)[CH:21]=2)[CH2:16]1)[C:10]1[O:11][C:12]([C:39]([O:40][CH3:41])=[O:42])=[CH:13][N:14]=1)([C:4]([CH3:7])([CH3:5])[CH3:6])([CH3:3])[CH3:2]. (2) The reactants are [C:1]([C:4]1[C:22](=[O:23])[C@@:8]2([CH3:24])[C:9]3[C:15]([OH:16])=[CH:14][C:13]([O:17][CH3:18])=[C:12]([C:19]([NH2:21])=[O:20])[C:10]=3[O:11][C:7]2=[CH:6][C:5]=1[OH:25])(=[O:3])[CH3:2].[F:26][C:27]1[CH:46]=[CH:45][C:30]([CH2:31][O:32][C:33]2[C:42]3[C:37](=[CH:38][CH:39]=[CH:40][CH:41]=3)[C:36]([CH:43]=O)=[CH:35][CH:34]=2)=[CH:29][CH:28]=1.C([SiH](CC)CC)C.FC(F)(F)C(O)=O. The catalyst is C(#N)C. The product is [C:1]([C:4]1[C:22](=[O:23])[C@@:8]2([CH3:24])[C:9]3[C:15]([OH:16])=[CH:14][C:13]([O:17][CH3:18])=[C:12]([C:19]([NH:21][CH2:43][C:36]4[C:37]5[C:42](=[CH:41][CH:40]=[CH:39][CH:38]=5)[C:33]([O:32][CH2:31][C:30]5[CH:29]=[CH:28][C:27]([F:26])=[CH:46][CH:45]=5)=[CH:34][CH:35]=4)=[O:20])[C:10]=3[O:11][C:7]2=[CH:6][C:5]=1[OH:25])(=[O:3])[CH3:2]. The yield is 0.680. (3) The reactants are Cl.[NH2:2][C@@H:3]([C:7]1([CH3:13])[CH2:12][CH2:11][CH2:10][CH2:9][CH2:8]1)[C:4](O)=O.[C:14]1([C@H:20]([CH2:22][OH:23])N)[CH:19]=[CH:18][CH:17]=[CH:16][CH:15]=1.C[Si](C#[N:29])(C)C.Cl.[OH-].[Na+]. The catalyst is C(Cl)(Cl)Cl.[Cl-].[Na+].O.C(Cl)Cl. The product is [OH:23][CH2:22][C@H:20]([NH:2][C@H:3]([C:7]1([CH3:13])[CH2:12][CH2:11][CH2:10][CH2:9][CH2:8]1)[C:4]#[N:29])[C:14]1[CH:19]=[CH:18][CH:17]=[CH:16][CH:15]=1. The yield is 0.250. (4) The reactants are [CH2:1]([O:3][C:4]([C:6]1[N:7]([CH3:16])[C:8]([CH2:14][CH3:15])=[C:9]([C:12]#[N:13])[C:10]=1I)=[O:5])[CH3:2].[Cl-].C([N+]1C=CC=CC=1)CCCCC.[Br:30][C:31]1[CH:36]=[CH:35][C:34](B(O)O)=[CH:33][CH:32]=1.C([O-])([O-])=O.[Na+].[Na+]. The catalyst is CC([O-])=O.CC([O-])=O.[Pd+2].C1C=CC(P(C2C=CC=CC=2)C2C=CC=CC=2)=CC=1.CCOC(C)=O.O. The product is [Br:30][C:31]1[CH:36]=[CH:35][C:34]([C:10]2[C:9]([C:12]#[N:13])=[C:8]([CH2:14][CH3:15])[N:7]([CH3:16])[C:6]=2[C:4]([O:3][CH2:1][CH3:2])=[O:5])=[CH:33][CH:32]=1. The yield is 0.630.